From a dataset of Forward reaction prediction with 1.9M reactions from USPTO patents (1976-2016). Predict the product of the given reaction. (1) Given the reactants [S:1]1[CH2:5][CH2:4][N:3]=[C:2]1[C:6]1[NH:7][C:8]2[C:13]([CH:14]=1)=[CH:12][CH:11]=[CH:10][C:9]=2[N+:15]([O-])=O.[C:18]([N:25]1[CH2:30][CH2:29][C:28](=O)[CH2:27][CH2:26]1)([O:20][C:21]([CH3:24])([CH3:23])[CH3:22])=[O:19], predict the reaction product. The product is: [S:1]1[CH2:5][CH2:4][N:3]=[C:2]1[C:6]1[NH:7][C:8]2[C:13]([CH:14]=1)=[CH:12][CH:11]=[CH:10][C:9]=2[NH:15][CH:28]1[CH2:29][CH2:30][N:25]([C:18]([O:20][C:21]([CH3:24])([CH3:23])[CH3:22])=[O:19])[CH2:26][CH2:27]1. (2) Given the reactants [C:1]([SiH2:5][O:6][C:7]([CH3:23])([CH3:22])[C:8]1[CH:9]=[CH:10][C:11]([CH2:14][C:15]2[CH:20]=[CH:19][C:18]([F:21])=[CH:17][CH:16]=2)=[N:12][CH:13]=1)([CH3:4])([CH3:3])[CH3:2].N#N.Br[CH2:27][C:28](=O)[C:29]([O:31][CH2:32][CH3:33])=[O:30].C([O-])(O)=O.[Na+], predict the reaction product. The product is: [CH2:32]([O:31][C:29]([C:28]1[C:14]([C:15]2[CH:20]=[CH:19][C:18]([F:21])=[CH:17][CH:16]=2)=[C:11]2[N:12]([CH:27]=1)[CH:13]=[C:8]([C:7]([CH3:23])([CH3:22])[O:6][SiH2:5][C:1]([CH3:4])([CH3:2])[CH3:3])[CH:9]=[CH:10]2)=[O:30])[CH3:33]. (3) Given the reactants [CH3:1][C:2]1[CH:7]=[C:6]([N:8]2[CH:12]=[N:11][CH:10]=[N:9]2)[CH:5]=[CH:4][C:3]=1[NH2:13].Cl[C:15]1[N:23]=[C:22]2[C:18]([N:19]=[CH:20][NH:21]2)=[C:17]([NH:24][CH:25]2[CH2:30][CH2:29][CH2:28][CH2:27][CH2:26]2)[N:16]=1, predict the reaction product. The product is: [CH:25]1([NH:24][C:17]2[N:16]=[C:15]([NH:13][C:3]3[CH:4]=[CH:5][C:6]([N:8]4[CH:12]=[N:11][CH:10]=[N:9]4)=[CH:7][C:2]=3[CH3:1])[N:23]=[C:22]3[C:18]=2[N:19]=[CH:20][NH:21]3)[CH2:26][CH2:27][CH2:28][CH2:29][CH2:30]1.